From a dataset of Forward reaction prediction with 1.9M reactions from USPTO patents (1976-2016). Predict the product of the given reaction. Given the reactants [O:1]=[C:2]1[CH2:10][C:9]2[C:4](=[CH:5][CH:6]=[C:7]([C:11]([NH:13][NH2:14])=O)[CH:8]=2)[NH:3]1.[C:15](#[N:22])[C:16]1[CH:21]=[CH:20][CH:19]=[CH:18][CH:17]=1.C(=O)([O-])[O-].[K+].[K+].C(Cl)(Cl)Cl.CO, predict the reaction product. The product is: [C:16]1([C:15]2[N:22]=[C:11]([C:7]3[CH:8]=[C:9]4[C:4](=[CH:5][CH:6]=3)[NH:3][C:2](=[O:1])[CH2:10]4)[NH:13][N:14]=2)[CH:21]=[CH:20][CH:19]=[CH:18][CH:17]=1.